This data is from Forward reaction prediction with 1.9M reactions from USPTO patents (1976-2016). The task is: Predict the product of the given reaction. (1) Given the reactants [O:1]1[C:5]([C:6]2[CH:11]=[CH:10][C:9]([S:12](Cl)(=[O:14])=[O:13])=[CH:8][CH:7]=2)=[CH:4][N:3]=[CH:2]1.[Cl:16][C:17]1[CH:22]=[CH:21][C:20]([NH2:23])=[C:19]([C:24]2[C:33]3[C:28](=[CH:29][CH:30]=[CH:31][CH:32]=3)[CH:27]=[CH:26][N:25]=2)[CH:18]=1, predict the reaction product. The product is: [Cl:16][C:17]1[CH:22]=[CH:21][C:20]([NH:23][S:12]([C:9]2[CH:10]=[CH:11][C:6]([C:5]3[O:1][CH:2]=[N:3][CH:4]=3)=[CH:7][CH:8]=2)(=[O:14])=[O:13])=[C:19]([C:24]2[C:33]3[C:28](=[CH:29][CH:30]=[CH:31][CH:32]=3)[CH:27]=[CH:26][N:25]=2)[CH:18]=1. (2) Given the reactants Cl[C:2]([O:4][CH3:5])=[O:3].[NH2:6][C:7]1[CH:8]=[C:9]([CH:25]=[CH:26][C:27]=1[F:28])[NH:10][C:11]1[C:20]2[C:15](=[CH:16][C:17]([O:23][CH3:24])=[C:18]([O:21][CH3:22])[CH:19]=2)[N:14]=[CH:13][N:12]=1.C(N(CC)CC)C, predict the reaction product. The product is: [F:28][C:27]1[CH:26]=[CH:25][C:9]([NH:10][C:11]2[C:20]3[C:15](=[CH:16][C:17]([O:23][CH3:24])=[C:18]([O:21][CH3:22])[CH:19]=3)[N:14]=[CH:13][N:12]=2)=[CH:8][C:7]=1[NH:6][C:2]([O:4][CH3:5])=[O:3].